Dataset: Full USPTO retrosynthesis dataset with 1.9M reactions from patents (1976-2016). Task: Predict the reactants needed to synthesize the given product. (1) The reactants are: [Br:1][C:2]1[N:7]=[C:6]([N+:8]([O-])=O)[C:5]([O:11][CH2:12][CH2:13][CH2:14][Br:15])=[CH:4][CH:3]=1.CCOC(C)=O. Given the product [Br:1][C:2]1[N:7]=[C:6]([NH2:8])[C:5]([O:11][CH2:12][CH2:13][CH2:14][Br:15])=[CH:4][CH:3]=1, predict the reactants needed to synthesize it. (2) Given the product [Cl:30][C:31]1[CH:32]=[C:33]([C:39]([OH:41])=[O:40])[CH:34]=[N:35][C:36]=1[NH:37][NH:3][C:6]([NH:8][CH:9]1[C:10]2[C:21](=[N:22][CH:23]=[CH:24][CH:25]=2)[CH2:26][CH2:27][C:28]2[C:14]([F:13])=[CH:15][CH:16]=[CH:17][C:18]1=2)=[O:7], predict the reactants needed to synthesize it. The reactants are: C1N=C[N:3]([C:6]([N:8]2C=N[CH:10]=[CH:9]2)=[O:7])C=1.[F:13][C:14]1[C:28]2[CH2:27][CH2:26][C:21]3=[N:22][CH:23]=[CH:24][CH:25]=C3C(N)[C:18]=2[CH:17]=[CH:16][CH:15]=1.[Cl:30][C:31]1[CH:32]=[C:33]([C:39]([OH:41])=[O:40])[CH:34]=[N:35][C:36]=1[NH:37]N. (3) Given the product [Cl:1][C:2]1[N:7]=[C:6]([Cl:8])[C:5]([CH2:9][O:10][CH:12]([F:20])[F:11])=[CH:4][N:3]=1, predict the reactants needed to synthesize it. The reactants are: [Cl:1][C:2]1[N:7]=[C:6]([Cl:8])[C:5]([CH2:9][OH:10])=[CH:4][N:3]=1.[F:11][C:12]([F:20])(S(F)(=O)=O)C(O)=O.